Task: Predict the product of the given reaction.. Dataset: Forward reaction prediction with 1.9M reactions from USPTO patents (1976-2016) (1) Given the reactants [CH3:1][N:2]1[C:6]2[CH:7]=[CH:8][C:9]([N:11]3[CH2:15][C@H:14]([C:16]([O:18]CCCC)=O)[O:13][C:12]3=[O:23])=[CH:10][C:5]=2[S:4][C:3]1=[O:24].[CH2:25]([CH2:27][NH2:28])[OH:26], predict the reaction product. The product is: [OH:26][CH2:25][CH2:27][NH:28][C:16]([C@@H:14]1[O:13][C:12](=[O:23])[N:11]([C:9]2[CH:8]=[CH:7][C:6]3[N:2]([CH3:1])[C:3](=[O:24])[S:4][C:5]=3[CH:10]=2)[CH2:15]1)=[O:18]. (2) Given the reactants [Cl:1][C:2]1[CH:9]=[CH:8][C:5]([CH:6]=O)=[CH:4][C:3]=1[F:10].[C:11]([CH2:13][C:14]([O:16][CH2:17][CH3:18])=[O:15])#[N:12].N1CCCCC1, predict the reaction product. The product is: [Cl:1][C:2]1[CH:9]=[CH:8][C:5]([CH:6]=[C:13]([C:11]#[N:12])[C:14]([O:16][CH2:17][CH3:18])=[O:15])=[CH:4][C:3]=1[F:10]. (3) Given the reactants [C:1]([O:5][C:6]([N:8]1[CH2:17][CH2:16][C:15]2[C:10](=[CH:11][CH:12]=[C:13]([O:18][CH3:19])[CH:14]=2)[CH:9]1[C:20](O)=[O:21])=[O:7])([CH3:4])([CH3:3])[CH3:2].[F:23][C:24]1[CH:25]=[C:26]([CH:28]=[C:29]([F:37])[C:30]=1[C:31]([CH3:36])([CH3:35])[CH2:32][O:33][CH3:34])[NH2:27].CCN(C(C)C)C(C)C.C(P1(=O)OP(CCC)(=O)OP(CCC)(=O)O1)CC, predict the reaction product. The product is: [F:23][C:24]1[CH:25]=[C:26]([NH:27][C:20]([CH:9]2[C:10]3[C:15](=[CH:14][C:13]([O:18][CH3:19])=[CH:12][CH:11]=3)[CH2:16][CH2:17][N:8]2[C:6]([O:5][C:1]([CH3:4])([CH3:3])[CH3:2])=[O:7])=[O:21])[CH:28]=[C:29]([F:37])[C:30]=1[C:31]([CH3:35])([CH3:36])[CH2:32][O:33][CH3:34]. (4) Given the reactants Br[C:2]1[CH:7]=[C:6]([O:8][CH2:9][O:10][CH2:11][CH3:12])[CH:5]=[CH:4][C:3]=1[CH2:13][CH3:14].C([Li])CCC.[B:20](OC(C)C)([O:25]C(C)C)[O:21]C(C)C.Cl, predict the reaction product. The product is: [CH2:13]([C:3]1[CH:4]=[CH:5][C:6]([O:8][CH2:9][O:10][CH2:11][CH3:12])=[CH:7][C:2]=1[B:20]([OH:25])[OH:21])[CH3:14]. (5) The product is: [CH2:1]([O:3][C:4]([C:6]1[CH:10]=[C:9]([C:11]2[C:13]3[C:14](=[N:15][CH:16]=[CH:17][CH:18]=3)[NH:22][N:21]=2)[NH:8][CH:7]=1)=[O:5])[CH3:2]. Given the reactants [CH2:1]([O:3][C:4]([C:6]1[CH:10]=[C:9]([C:11]([C:13]2[C:14](Cl)=[N:15][CH:16]=[CH:17][CH:18]=2)=O)[NH:8][CH:7]=1)=[O:5])[CH3:2].O.[NH2:21][NH2:22], predict the reaction product.